From a dataset of Reaction yield outcomes from USPTO patents with 853,638 reactions. Predict the reaction yield, written as a fraction of the theoretical maximum amount of product (1.0 means a 100% yield; for example, 0.34 means a 34% yield). (1) The reactants are [C:1]([O:5][CH3:6])(=[O:4])[CH:2]=[CH2:3].[CH2:7]([NH2:11])[CH2:8][CH2:9][CH3:10]. No catalyst specified. The product is [CH2:7]([N:11]([CH2:3][CH2:2][C:1]([O:5][CH3:6])=[O:4])[CH2:3][CH2:2][C:1]([O:5][CH3:6])=[O:4])[CH2:8][CH2:9][CH3:10]. The yield is 1.00. (2) The reactants are [CH3:1][CH:2]([C:4]1[N:8]([CH2:9][C:10]2[C:19]3[C:14](=[CH:15][CH:16]=[CH:17][CH:18]=3)[CH:13]=[CH:12][CH:11]=2)[C:7]2[CH:20]=[C:21]([N:27]3[CH2:32][CH2:31][O:30][CH2:29][CH2:28]3)[CH:22]=[C:23]([N+:24]([O-])=O)[C:6]=2[N:5]=1)[CH3:3].C([O-])([O-])=O.[Na+].[Na+]. The catalyst is CO. The product is [CH3:3][CH:2]([C:4]1[N:8]([CH2:9][C:10]2[C:19]3[C:14](=[CH:15][CH:16]=[CH:17][CH:18]=3)[CH:13]=[CH:12][CH:11]=2)[C:7]2[CH:20]=[C:21]([N:27]3[CH2:28][CH2:29][O:30][CH2:31][CH2:32]3)[CH:22]=[C:23]([NH2:24])[C:6]=2[N:5]=1)[CH3:1]. The yield is 0.810. (3) The reactants are Cl[C:2]1[N:3]=[C:4]([N:13]2[CH2:18][CH2:17][O:16][CH2:15][CH2:14]2)[C:5]2[S:10][C:9]([CH2:11][NH2:12])=[CH:8][C:6]=2[N:7]=1.[CH:19]1([S:22](Cl)(=[O:24])=[O:23])[CH2:21][CH2:20]1.CC1(C)C(C)(C)OB([C:34]2[CH:42]=[CH:41][CH:40]=[C:39]3[C:35]=2[CH:36]=[N:37][NH:38]3)O1. No catalyst specified. The product is [NH:38]1[C:39]2[C:35](=[C:34]([C:2]3[N:3]=[C:4]([N:13]4[CH2:18][CH2:17][O:16][CH2:15][CH2:14]4)[C:5]4[S:10][C:9]([CH2:11][NH:12][S:22]([CH:19]5[CH2:21][CH2:20]5)(=[O:24])=[O:23])=[CH:8][C:6]=4[N:7]=3)[CH:42]=[CH:41][CH:40]=2)[CH:36]=[N:37]1. The yield is 0.400.